This data is from TCR-epitope binding with 47,182 pairs between 192 epitopes and 23,139 TCRs. The task is: Binary Classification. Given a T-cell receptor sequence (or CDR3 region) and an epitope sequence, predict whether binding occurs between them. The epitope is TVYDPLQPELDSFK. The TCR CDR3 sequence is CASSSGTVKPTEAFF. Result: 0 (the TCR does not bind to the epitope).